From a dataset of Forward reaction prediction with 1.9M reactions from USPTO patents (1976-2016). Predict the product of the given reaction. (1) Given the reactants [Cl:1][C:2]1[N:3]([CH2:10][C@:11]2([CH3:14])[CH2:13][O:12]2)[CH:4]=[C:5]([N+:7]([O-:9])=[O:8])[N:6]=1.[F:15][C:16]([F:32])([F:31])[C:17]1[CH:30]=[CH:29][C:20]([CH2:21][O:22][CH:23]2[CH2:28][CH2:27][NH:26][CH2:25][CH2:24]2)=[CH:19][CH:18]=1.O, predict the reaction product. The product is: [Cl:1][C:2]1[N:3]([CH2:10][C@@:11]([CH3:14])([OH:12])[CH2:13][N:26]2[CH2:25][CH2:24][CH:23]([O:22][CH2:21][C:20]3[CH:29]=[CH:30][C:17]([C:16]([F:15])([F:31])[F:32])=[CH:18][CH:19]=3)[CH2:28][CH2:27]2)[CH:4]=[C:5]([N+:7]([O-:9])=[O:8])[N:6]=1. (2) The product is: [Si:1]([O:8][C@H:9]1[CH2:14][O:13][C@H:12]([C:15]([OH:17])=[O:16])[CH2:11][CH2:10]1)([C:4]([CH3:7])([CH3:6])[CH3:5])([CH3:3])[CH3:2]. Given the reactants [Si:1]([O:8][C@H:9]1[CH2:14][O:13][C@H:12]([C:15]([O:17]C)=[O:16])[CH2:11][CH2:10]1)([C:4]([CH3:7])([CH3:6])[CH3:5])([CH3:3])[CH3:2].[OH-].[K+], predict the reaction product. (3) Given the reactants [CH:1]1([CH2:6][C@@H:7]([C:20]([NH:22][NH:23][C:24]2[C:29]([F:30])=[C:28]([N:31]3[CH2:40][CH2:39][N:38]4[C@H:33]([CH2:34][O:35][CH2:36][CH2:37]4)[CH2:32]3)[N:27]=[C:26]([CH3:41])[N:25]=2)=[O:21])[CH2:8][N:9]([O:12]CC2C=CC=CC=2)[CH:10]=[O:11])[CH2:5][CH2:4][CH2:3][CH2:2]1, predict the reaction product. The product is: [CH:1]1([CH2:6][C@@H:7]([C:20]([NH:22][NH:23][C:24]2[C:29]([F:30])=[C:28]([N:31]3[CH2:40][CH2:39][N:38]4[C@H:33]([CH2:34][O:35][CH2:36][CH2:37]4)[CH2:32]3)[N:27]=[C:26]([CH3:41])[N:25]=2)=[O:21])[CH2:8][N:9]([OH:12])[CH:10]=[O:11])[CH2:5][CH2:4][CH2:3][CH2:2]1. (4) Given the reactants [OH:1][C:2]1[CH:6]([C:7]2[CH:12]=[CH:11][CH:10]=[CH:9][CH:8]=2)[CH2:5][C:4](=[O:13])[CH:3]=1.[CH:14](=O)[C:15]1[CH:20]=[CH:19][CH:18]=[CH:17][CH:16]=1.[F:22][C:23]1[CH:31]=[C:30]2[C:26]([C:27]([CH2:32][CH2:33][NH:34][C:35](=[O:37])[CH3:36])=[CH:28][NH:29]2)=[CH:25][CH:24]=1, predict the reaction product. The product is: [F:22][C:23]1[CH:31]=[C:30]2[C:26]([C:27]([CH2:32][CH2:33][NH:34][C:35](=[O:37])[CH3:36])=[C:28]([CH:14]([C:3]3[C:4](=[O:13])[CH2:5][CH:6]([C:7]4[CH:12]=[CH:11][CH:10]=[CH:9][CH:8]=4)[C:2]=3[OH:1])[C:15]3[CH:20]=[CH:19][CH:18]=[CH:17][CH:16]=3)[NH:29]2)=[CH:25][CH:24]=1. (5) Given the reactants [H-].[Na+].C(O[C:8](=O)[NH:9]C)(C)(C)C.[Cl:12][CH2:13][CH2:14][CH2:15][CH:16]1[O:21][C:20]2[CH:22]=[CH:23][C:24]([F:26])=[CH:25][C:19]=2[N:18]([C:27]2[CH:32]=[CH:31][CH:30]=[CH:29][CH:28]=2)[S:17]1(=[O:34])=[O:33].Cl, predict the reaction product. The product is: [ClH:12].[F:26][C:24]1[CH:23]=[CH:22][C:20]2[O:21][CH:16]([CH2:15][CH2:14][CH2:13][NH:9][CH3:8])[S:17](=[O:34])(=[O:33])[N:18]([C:27]3[CH:32]=[CH:31][CH:30]=[CH:29][CH:28]=3)[C:19]=2[CH:25]=1. (6) Given the reactants [Cl:1][C:2]1[CH:7]=[CH:6][C:5]([C@H:8]2[N:15]3[C:11]([S:12][C:13]([C:19]([N:21]4[CH2:29][CH2:28][CH2:27][C@H:22]4[C:23]([NH:25][NH2:26])=[O:24])=[O:20])=[C:14]3[CH:16]([CH3:18])[CH3:17])=[N:10][C@:9]2([C:31]2[CH:36]=[CH:35][C:34]([Cl:37])=[CH:33][CH:32]=2)[CH3:30])=[CH:4][CH:3]=1.[C:38](OCC)(OCC)(OCC)[CH3:39], predict the reaction product. The product is: [Cl:1][C:2]1[CH:3]=[CH:4][C:5]([C@H:8]2[N:15]3[C:11]([S:12][C:13]([C:19]([N:21]4[CH2:29][CH2:28][CH2:27][C@H:22]4[C:23]4[O:24][C:38]([CH3:39])=[N:26][N:25]=4)=[O:20])=[C:14]3[CH:16]([CH3:17])[CH3:18])=[N:10][C@:9]2([C:31]2[CH:32]=[CH:33][C:34]([Cl:37])=[CH:35][CH:36]=2)[CH3:30])=[CH:6][CH:7]=1. (7) Given the reactants [C:1]1([C:7]([CH2:14][CH2:15][CH3:16])([CH2:11][CH2:12][CH3:13])[C:8](O)=[O:9])[CH:6]=[CH:5][CH:4]=[CH:3][CH:2]=1.CN(C)C=O.C(Cl)(=O)C([Cl:25])=O, predict the reaction product. The product is: [C:1]1([C:7]([CH2:14][CH2:15][CH3:16])([CH2:11][CH2:12][CH3:13])[C:8]([Cl:25])=[O:9])[CH:6]=[CH:5][CH:4]=[CH:3][CH:2]=1. (8) The product is: [CH2:3]([C:6]1[C:15]2[C:10](=[CH:11][CH:12]=[C:13]([Br:16])[CH:14]=2)[CH:9]=[CH:8][C:7]=1[O:17][CH3:18])[CH:4]=[CH2:5]. Given the reactants IC.[CH2:3]([C:6]1[C:15]2[C:10](=[CH:11][CH:12]=[C:13]([Br:16])[CH:14]=2)[CH:9]=[CH:8][C:7]=1[OH:17])[CH:4]=[CH2:5].[C:18](=O)([O-])[O-].[Cs+].[Cs+], predict the reaction product. (9) The product is: [Br:1][C:2]1[CH:3]=[CH:4][C:5]([F:18])=[C:6]([C:8]2([CH2:11][OH:12])[NH:13][C:14](=[O:17])[CH2:15][O:10][CH2:9]2)[CH:7]=1. Given the reactants [Br:1][C:2]1[CH:3]=[CH:4][C:5]([F:18])=[C:6]([C:8]([NH:13][C:14](=[O:17])[CH2:15]Cl)([CH2:11][OH:12])[CH2:9][OH:10])[CH:7]=1.CC(C)([O-])C.[K+].Cl.O, predict the reaction product.